Task: Regression. Given a peptide amino acid sequence and an MHC pseudo amino acid sequence, predict their binding affinity value. This is MHC class I binding data.. Dataset: Peptide-MHC class I binding affinity with 185,985 pairs from IEDB/IMGT (1) The peptide sequence is VMVTSKPLF. The MHC is HLA-B15:03 with pseudo-sequence HLA-B15:03. The binding affinity (normalized) is 0.799. (2) The peptide sequence is TKTAVNMLTH. The MHC is HLA-A68:01 with pseudo-sequence HLA-A68:01. The binding affinity (normalized) is 0.374. (3) The peptide sequence is YSRPWNWTF. The MHC is HLA-A26:01 with pseudo-sequence HLA-A26:01. The binding affinity (normalized) is 0.0847.